Dataset: M1 muscarinic receptor antagonist screen with 61,756 compounds. Task: Binary Classification. Given a drug SMILES string, predict its activity (active/inactive) in a high-throughput screening assay against a specified biological target. (1) The molecule is o1c(c(C(=O)NCCCCNC(=O)c2c(occ2)C)cc1)C. The result is 0 (inactive). (2) The compound is Clc1ccc(OCC(=O)NCc2oc(SCC(=O)NCCc3ccccc3)nn2)cc1. The result is 0 (inactive). (3) The drug is Clc1ccc(CCNC(=O)C2C(CCCC2)C(O)=O)cc1. The result is 0 (inactive). (4) The drug is O1C(CN2Cc3c(NC2)n(c(=O)n(c3=O)C)C)CCC1. The result is 0 (inactive).